Task: Predict the product of the given reaction.. Dataset: Forward reaction prediction with 1.9M reactions from USPTO patents (1976-2016) Given the reactants [Cl:1][C:2]1[C:11]2[C:6](=[CH:7][C:8]([O:19][CH2:20][CH2:21][N:22]3[CH2:26][CH2:25][CH2:24][CH2:23]3)=[CH:9][C:10]=2[N:12]2[CH2:17][CH2:16][N:15]([CH3:18])[CH2:14][CH2:13]2)[N:5]=[CH:4][N:3]=1.[ClH:27], predict the reaction product. The product is: [ClH:1].[ClH:27].[ClH:1].[Cl:27][C:11]1[CH:10]=[CH:9][C:8]([O:19][CH3:20])=[CH:7][C:6]=1[NH:5][C:2]1[C:11]2[C:6](=[CH:7][C:8]([O:19][CH2:20][CH2:21][N:22]3[CH2:23][CH2:24][CH2:25][CH2:26]3)=[CH:9][C:10]=2[N:12]2[CH2:13][CH2:14][N:15]([CH3:18])[CH2:16][CH2:17]2)[N:5]=[CH:4][N:3]=1.